Dataset: Full USPTO retrosynthesis dataset with 1.9M reactions from patents (1976-2016). Task: Predict the reactants needed to synthesize the given product. (1) Given the product [CH3:16][C:13]1[S:12][C:11]2[CH:10]=[C:4]([C:5]([O:7][CH2:8][CH3:9])=[O:6])[NH:1][C:15]=2[CH:14]=1, predict the reactants needed to synthesize it. The reactants are: [N:1](/[C:4](=[CH:10]\[C:11]1[S:12][C:13]([CH3:16])=[CH:14][CH:15]=1)/[C:5]([O:7][CH2:8][CH3:9])=[O:6])=[N+]=[N-]. (2) Given the product [CH3:1][C:2]1[CH:7]=[C:6]([CH3:8])[CH:5]=[CH:4][C:3]=1/[CH:9]=[CH:10]/[C:11]([O:15][C:16]([CH3:19])([CH3:18])[CH3:17])=[O:14], predict the reactants needed to synthesize it. The reactants are: [CH3:1][C:2]1[CH:7]=[C:6]([CH3:8])[CH:5]=[CH:4][C:3]=1[CH:9]=[CH2:10].[C:11]([O:15][C:16]([CH3:19])([CH3:18])[CH3:17])(=[O:14])C=C.